This data is from Catalyst prediction with 721,799 reactions and 888 catalyst types from USPTO. The task is: Predict which catalyst facilitates the given reaction. (1) Reactant: [CH2:1]([N:3]1[CH2:8][C:7]([CH3:10])([CH3:9])[O:6][C:5](=[O:11])[CH:4]1[CH2:12][C:13]([OH:15])=O)[CH3:2].C(N(C(C)C)CC)(C)C.CN(C(ON1N=NC2C=CC=NC1=2)=[N+](C)C)C.F[P-](F)(F)(F)(F)F.[CH3:49][NH:50][C:51]1[CH:56]=[CH:55][CH:54]=[CH:53][CH:52]=1. Product: [CH2:1]([N:3]1[CH2:8][C:7]([CH3:9])([CH3:10])[O:6][C:5](=[O:11])[CH:4]1[CH2:12][C:13]([N:50]([CH3:49])[C:51]1[CH:56]=[CH:55][CH:54]=[CH:53][CH:52]=1)=[O:15])[CH3:2]. The catalyst class is: 3. (2) Reactant: [C:1]([O:5][C:6]([N:8]1[C:16]2[C:11](=[CH:12][C:13](I)=[CH:14][CH:15]=2)[CH:10]=[CH:9]1)=[O:7])([CH3:4])([CH3:3])[CH3:2].[CH3:18][N:19]1[CH2:24][CH2:23][NH:22][CH2:21][CH2:20]1.C(=O)([O-])[O-].[Cs+].[Cs+].O. Product: [C:1]([O:5][C:6]([N:8]1[C:16]2[C:11](=[CH:12][C:13]([N:22]3[CH2:23][CH2:24][N:19]([CH3:18])[CH2:20][CH2:21]3)=[CH:14][CH:15]=2)[CH:10]=[CH:9]1)=[O:7])([CH3:4])([CH3:3])[CH3:2]. The catalyst class is: 164. (3) Reactant: [NH2:1][CH2:2][CH2:3][CH2:4][C:5]([C@@H:22]1[CH2:27][CH2:26][CH2:25][N:24]([C:28]([O:30][C:31]([CH3:34])([CH3:33])[CH3:32])=[O:29])[CH2:23]1)([C:7]1[CH:12]=[CH:11][CH:10]=[C:9]([F:13])[C:8]=1[O:14][C:15]1[CH:20]=[CH:19][CH:18]=[C:17]([CH3:21])[CH:16]=1)[OH:6].CCN(CC)CC.Cl[C:43]([O:45][CH3:46])=[O:44]. Product: [F:13][C:9]1[C:8]([O:14][C:15]2[CH:20]=[CH:19][CH:18]=[C:17]([CH3:21])[CH:16]=2)=[C:7]([C:5]([C@@H:22]2[CH2:27][CH2:26][CH2:25][N:24]([C:28]([O:30][C:31]([CH3:34])([CH3:33])[CH3:32])=[O:29])[CH2:23]2)([OH:6])[CH2:4][CH2:3][CH2:2][NH:1][C:43]([O:45][CH3:46])=[O:44])[CH:12]=[CH:11][CH:10]=1. The catalyst class is: 79. (4) Reactant: [C:1]1([C:11]2[N:15]3[CH:16]=[CH:17][CH:18]=[CH:19][C:14]3=[C:13]([C:20]([OH:22])=O)[N:12]=2)[C:10]2[C:5](=[CH:6][CH:7]=[CH:8][CH:9]=2)[CH:4]=[CH:3][CH:2]=1.C(Cl)CCl.C1C=CC2N(O)N=NC=2C=1.CCN(CC)CC.[C:44]12([NH2:54])[CH2:53][CH:48]3[CH2:49][CH:50]([CH2:52][CH:46]([CH2:47]3)[CH2:45]1)[CH2:51]2. The catalyst class is: 39. Product: [C:44]12([NH:54][C:20]([C:13]3[N:12]=[C:11]([C:1]4[C:10]5[C:5](=[CH:6][CH:7]=[CH:8][CH:9]=5)[CH:4]=[CH:3][CH:2]=4)[N:15]4[CH:16]=[CH:17][CH:18]=[CH:19][C:14]=34)=[O:22])[CH2:51][CH:50]3[CH2:49][CH:48]([CH2:47][CH:46]([CH2:52]3)[CH2:45]1)[CH2:53]2.